From a dataset of NCI-60 drug combinations with 297,098 pairs across 59 cell lines. Regression. Given two drug SMILES strings and cell line genomic features, predict the synergy score measuring deviation from expected non-interaction effect. (1) Drug 1: CC1=C2C(C(=O)C3(C(CC4C(C3C(C(C2(C)C)(CC1OC(=O)C(C(C5=CC=CC=C5)NC(=O)C6=CC=CC=C6)O)O)OC(=O)C7=CC=CC=C7)(CO4)OC(=O)C)O)C)OC(=O)C. Drug 2: C1C(C(OC1N2C=NC3=C2NC=NCC3O)CO)O. Cell line: DU-145. Synergy scores: CSS=58.0, Synergy_ZIP=-2.71, Synergy_Bliss=-4.59, Synergy_Loewe=-31.3, Synergy_HSA=-2.87. (2) Cell line: NCI/ADR-RES. Drug 1: C1CC(=O)NC(=O)C1N2C(=O)C3=CC=CC=C3C2=O. Drug 2: CC12CCC3C(C1CCC2OP(=O)(O)O)CCC4=C3C=CC(=C4)OC(=O)N(CCCl)CCCl.[Na+]. Synergy scores: CSS=-7.24, Synergy_ZIP=0.256, Synergy_Bliss=-4.88, Synergy_Loewe=-7.75, Synergy_HSA=-7.65.